This data is from Full USPTO retrosynthesis dataset with 1.9M reactions from patents (1976-2016). The task is: Predict the reactants needed to synthesize the given product. (1) Given the product [CH2:29]([C:28]1[N:2]=[C:1]([N:3]2[CH2:4][CH2:5][CH:6]([N:9]([CH:23]3[CH2:25][CH2:24]3)[C:10](=[O:22])[C:11]3[CH:12]=[CH:13][C:14]([C:17]4[O:21][CH:20]=[N:19][CH:18]=4)=[CH:15][CH:16]=3)[CH2:7][CH2:8]2)[O:26][N:27]=1)[C:30]1[CH:35]=[CH:34][CH:33]=[CH:32][CH:31]=1, predict the reactants needed to synthesize it. The reactants are: [C:1]([N:3]1[CH2:8][CH2:7][CH:6]([N:9]([CH:23]2[CH2:25][CH2:24]2)[C:10](=[O:22])[C:11]2[CH:16]=[CH:15][C:14]([C:17]3[O:21][CH:20]=[N:19][CH:18]=3)=[CH:13][CH:12]=2)[CH2:5][CH2:4]1)#[N:2].[OH:26][NH:27][C:28](=N)[CH2:29][C:30]1[CH:35]=[CH:34][CH:33]=[CH:32][CH:31]=1. (2) Given the product [Br:1][C:2]1[CH:3]=[N:4][C:5]2[N:6]([N:8]=[C:9]([C:11]([N:27]3[CH2:26][CH2:25][N:24]4[C:20]([C:18]5[CH:19]=[N:14][CH:15]=[N:16][CH:17]=5)=[N:21][N:22]=[C:23]4[CH2:28]3)=[O:13])[CH:10]=2)[CH:7]=1, predict the reactants needed to synthesize it. The reactants are: [Br:1][C:2]1[CH:3]=[N:4][C:5]2[N:6]([N:8]=[C:9]([C:11]([OH:13])=O)[CH:10]=2)[CH:7]=1.[N:14]1[CH:19]=[C:18]([C:20]2[N:24]3[CH2:25][CH2:26][NH:27][CH2:28][C:23]3=[N:22][N:21]=2)[CH:17]=[N:16][CH:15]=1.